Dataset: Peptide-MHC class I binding affinity with 185,985 pairs from IEDB/IMGT. Task: Regression. Given a peptide amino acid sequence and an MHC pseudo amino acid sequence, predict their binding affinity value. This is MHC class I binding data. (1) The peptide sequence is TLFIGSHVV. The MHC is HLA-B44:02 with pseudo-sequence HLA-B44:02. The binding affinity (normalized) is 0. (2) The peptide sequence is TTQCLPDNGDY. The MHC is Mamu-B01 with pseudo-sequence Mamu-B01. The binding affinity (normalized) is 0.0128. (3) The peptide sequence is KVFFVNWFR. The MHC is HLA-B35:01 with pseudo-sequence HLA-B35:01. The binding affinity (normalized) is 0.0847.